Dataset: Reaction yield outcomes from USPTO patents with 853,638 reactions. Task: Predict the reaction yield, written as a fraction of the theoretical maximum amount of product (1.0 means a 100% yield; for example, 0.34 means a 34% yield). (1) The reactants are [NH2:1][C:2]1[CH:23]=[CH:22][C:5]([O:6][C:7]2[CH:8]=[CH:9][C:10]3[N:11]([CH:13]=[C:14]([NH:16][C:17]([CH:19]4[CH2:21][CH2:20]4)=[O:18])[N:15]=3)[CH:12]=2)=[C:4]([F:24])[CH:3]=1.[CH2:25]([C:27]1[N:32]([C:33]2[CH:38]=[CH:37][CH:36]=[CH:35][CH:34]=2)[C:31](=[O:39])[C:30]([C:40](O)=[O:41])=[CH:29][CH:28]=1)[CH3:26].CN(C(ON1N=NC2C=CC=NC1=2)=[N+](C)C)C.F[P-](F)(F)(F)(F)F.C(N(CC)C(C)C)(C)C.C(=O)([O-])O.[Na+]. The catalyst is CN(C)C=O.C(OCC)(=O)C. The product is [CH:19]1([C:17]([NH:16][C:14]2[N:15]=[C:10]3[CH:9]=[CH:8][C:7]([O:6][C:5]4[CH:22]=[CH:23][C:2]([NH:1][C:40]([C:30]5[C:31](=[O:39])[N:32]([C:33]6[CH:34]=[CH:35][CH:36]=[CH:37][CH:38]=6)[C:27]([CH2:25][CH3:26])=[CH:28][CH:29]=5)=[O:41])=[CH:3][C:4]=4[F:24])=[CH:12][N:11]3[CH:13]=2)=[O:18])[CH2:21][CH2:20]1. The yield is 0.590. (2) The yield is 0.430. The catalyst is [N+](C1C=CC=CC=1)([O-])=O. The reactants are [Cl:1][C:2]1[CH:3]=[C:4]([CH:21]=O)[C:5]2[O:10][CH:9]([C:11]([F:14])([F:13])[F:12])[C:8]([C:15]([O:17][CH2:18][CH3:19])=[O:16])=[CH:7][C:6]=2[CH:20]=1.[C:23]1([NH2:30])[CH:28]=[CH:27][CH:26]=[CH:25][C:24]=1[NH2:29]. The product is [NH:29]1[C:24]2[CH:25]=[CH:26][CH:27]=[CH:28][C:23]=2[N:30]=[C:21]1[C:4]1[C:5]2[O:10][CH:9]([C:11]([F:12])([F:14])[F:13])[C:8]([C:15]([O:17][CH2:18][CH3:19])=[O:16])=[CH:7][C:6]=2[CH:20]=[C:2]([Cl:1])[CH:3]=1. (3) The reactants are N[C@@H:2]([CH2:6][CH2:7][C:8]([O:10][CH3:11])=[O:9])[C:3]([OH:5])=[O:4].[N:12]1([C:17]2[CH:25]=[CH:24][C:20](C(Cl)=O)=[CH:19][CH:18]=2)[CH:16]=[CH:15][N:14]=[N:13]1. No catalyst specified. The product is [CH3:11][O:10][C:8](=[O:9])[CH2:7][CH2:6][C@@H:2]([C:20]1[CH:24]=[CH:25][C:17]([N:12]2[CH:16]=[CH:15][N:14]=[N:13]2)=[CH:18][CH:19]=1)[C:3]([OH:5])=[O:4]. The yield is 0.400. (4) The product is [F:24][C:21]1[CH:22]=[CH:23][C:8]([O:34][C:31]2[CH:32]=[CH:33][C:28]([O:27][C:26]([F:25])([F:35])[F:36])=[CH:29][CH:30]=2)=[C:9]([CH:20]=1)[C:10]([NH:12][C:13]1[CH:18]=[CH:17][NH:16][C:15](=[O:19])[CH:14]=1)=[O:11]. The reactants are C([O-])([O-])=O.[Cs+].[Cs+].F[C:8]1[CH:23]=[CH:22][C:21]([F:24])=[CH:20][C:9]=1[C:10]([NH:12][C:13]1[CH:18]=[CH:17][NH:16][C:15](=[O:19])[CH:14]=1)=[O:11].[F:25][C:26]([F:36])([F:35])[O:27][C:28]1[CH:33]=[CH:32][C:31]([OH:34])=[CH:30][CH:29]=1. The yield is 0.0300. The catalyst is CN(C=O)C. (5) The reactants are [H-].[Na+].[F:3][C:4]1[C:5]([CH2:16][N:17]([CH3:25])[C:18](=[O:24])[O:19][C:20]([CH3:23])([CH3:22])[CH3:21])=[CH:6][NH:7][C:8]=1[C:9]1[C:10]([F:15])=[N:11][CH:12]=[CH:13][CH:14]=1.C1OCCOCCOCCOCCOC1.[F:41][C:42]1[CH:43]=[C:44]([S:48](Cl)(=[O:50])=[O:49])[CH:45]=[N:46][CH:47]=1. The catalyst is O1CCCC1.O. The product is [F:3][C:4]1[C:5]([CH2:16][N:17]([CH3:25])[C:18](=[O:24])[O:19][C:20]([CH3:21])([CH3:22])[CH3:23])=[CH:6][N:7]([S:48]([C:44]2[CH:45]=[N:46][CH:47]=[C:42]([F:41])[CH:43]=2)(=[O:50])=[O:49])[C:8]=1[C:9]1[C:10]([F:15])=[N:11][CH:12]=[CH:13][CH:14]=1. The yield is 0.930. (6) The reactants are Br[C:2]1[CH:3]=[CH:4][C:5]2[C:6]3[CH2:16][N:15]([C:17]([O:19][C:20]([CH3:23])([CH3:22])[CH3:21])=[O:18])[CH2:14][CH2:13][CH2:12][C:7]=3[N:8]([CH3:11])[C:9]=2[CH:10]=1.[F:24][C:25]([F:40])([F:39])[C:26]1[N:31]=[CH:30][C:29]([C:32]2[CH:37]=[CH:36][NH:35][C:34](=[O:38])[CH:33]=2)=[CH:28][CH:27]=1.C([O-])([O-])=O.[Cs+].[Cs+].OC1C=CC=C2C=1N=CC=C2. The catalyst is CS(C)=O.[Cu](I)I. The product is [CH3:11][N:8]1[C:9]2[CH:10]=[C:2]([N:35]3[CH:36]=[CH:37][C:32]([C:29]4[CH:30]=[N:31][C:26]([C:25]([F:24])([F:39])[F:40])=[CH:27][CH:28]=4)=[CH:33][C:34]3=[O:38])[CH:3]=[CH:4][C:5]=2[C:6]2[CH2:16][N:15]([C:17]([O:19][C:20]([CH3:23])([CH3:22])[CH3:21])=[O:18])[CH2:14][CH2:13][CH2:12][C:7]1=2. The yield is 0.420. (7) The reactants are [N:1]1([C:7]2[CH:8]=[CH:9][C:10]3[O:14][C:13](B(O)O)=[CH:12][C:11]=3[CH:18]=2)[CH2:6][CH2:5][CH2:4][CH2:3][CH2:2]1.Br[C:20]1[CH:27]=[CH:26][C:23]([CH:24]=[O:25])=[CH:22][C:21]=1[F:28].C(N(CC)CC)C. The catalyst is C(O)C.Cl[Pd](Cl)([P](C1C=CC=CC=1)(C1C=CC=CC=1)C1C=CC=CC=1)[P](C1C=CC=CC=1)(C1C=CC=CC=1)C1C=CC=CC=1. The product is [F:28][C:21]1[CH:22]=[C:23]([CH:26]=[CH:27][C:20]=1[C:13]1[O:14][C:10]2[CH:9]=[CH:8][C:7]([N:1]3[CH2:6][CH2:5][CH2:4][CH2:3][CH2:2]3)=[CH:18][C:11]=2[CH:12]=1)[CH:24]=[O:25]. The yield is 0.150. (8) The reactants are [CH3:1][C:2]1[C:6]([CH2:7][N:8]2[CH:12]=[C:11]([N:13]3[C:17](=[O:18])[CH2:16][NH:15][C:14]3=[O:19])[CH:10]=[N:9]2)=[C:5]([CH3:20])[O:4][N:3]=1.Br[CH2:22][C:23]1[CH:30]=[CH:29][CH:28]=[CH:27][C:24]=1[C:25]#[N:26]. No catalyst specified. The product is [CH3:1][C:2]1[C:6]([CH2:7][N:8]2[CH:12]=[C:11]([N:13]3[C:17](=[O:18])[CH2:16][N:15]([CH2:22][C:23]4[CH:30]=[CH:29][CH:28]=[CH:27][C:24]=4[C:25]#[N:26])[C:14]3=[O:19])[CH:10]=[N:9]2)=[C:5]([CH3:20])[O:4][N:3]=1. The yield is 0.270. (9) The reactants are [F:1][C:2]1[CH:3]=[C:4]2[N:10]=[C:9]([C:11]3[CH:20]=[CH:19][C:14]([C:15]([O:17][CH3:18])=[O:16])=[CH:13][CH:12]=3)[NH:8][C:5]2=[N:6][CH:7]=1.[Cl:21]C1C=C(C=CC=1)C(OO)=O.C(O)(=O)C.C([O-])(O)=O.[Na+]. The catalyst is O=P(Cl)(Cl)Cl. The product is [Cl:21][C:3]1[C:2]([F:1])=[CH:7][N:6]=[C:5]2[NH:8][C:9]([C:11]3[CH:12]=[CH:13][C:14]([C:15]([O:17][CH3:18])=[O:16])=[CH:19][CH:20]=3)=[N:10][C:4]=12. The yield is 0.840. (10) The reactants are O[C:2]1([C:23]2[CH:28]=[CH:27][CH:26]=[C:25]([CH3:29])[CH:24]=2)[C:6]2[CH:7]=[C:8]([NH:13][C:14](=[O:20])[CH2:15][C:16]([CH3:19])([CH3:18])[CH3:17])[C:9]([CH3:12])=[C:10]([CH3:11])[C:5]=2[O:4][C:3]1([CH3:22])[CH3:21]. The catalyst is C(OCC)(=O)C.CCCCCC. The product is [CH3:17][C:16]([CH3:19])([CH3:18])[CH2:15][C:14]([NH:13][C:8]1[C:9]([CH3:12])=[C:10]([CH3:11])[C:5]2[O:4][C:3]([CH3:21])([CH3:22])[CH:2]([C:23]3[CH:28]=[CH:27][CH:26]=[C:25]([CH3:29])[CH:24]=3)[C:6]=2[CH:7]=1)=[O:20]. The yield is 0.870.